This data is from Catalyst prediction with 721,799 reactions and 888 catalyst types from USPTO. The task is: Predict which catalyst facilitates the given reaction. (1) Reactant: C([N:8]1[CH2:12][CH2:11][CH:10]([C:13]([O:15][CH2:16][C:17]2[CH:22]=[CH:21][CH:20]=[CH:19][CH:18]=2)=[O:14])[CH2:9]1)C1C=CC=CC=1.Cl[C:24]([O:26][CH2:27][C:28]1[CH:33]=[CH:32][CH:31]=[CH:30][CH:29]=1)=[O:25]. Product: [CH2:27]([O:26][C:24]([N:8]1[CH2:12][CH2:11][CH:10]([C:13]([O:15][CH2:16][C:17]2[CH:22]=[CH:21][CH:20]=[CH:19][CH:18]=2)=[O:14])[CH2:9]1)=[O:25])[C:28]1[CH:33]=[CH:32][CH:31]=[CH:30][CH:29]=1. The catalyst class is: 2. (2) Reactant: [C:1]([O:5][CH2:6][CH3:7])(=[O:4])[CH2:2][OH:3].[H-].[Na+].[Cl:10][C:11]1([C:18](Cl)=[CH:17][CH:16]=[N:15]C1)C#N.O.C(O)(=O)C.[CH3:25][N:26]([CH:28]=O)C. Product: [CH2:6]([O:5][C:1]([C:2]1[O:3][C:18]2[C:11]([Cl:10])=[CH:28][N:26]=[CH:25][C:17]=2[C:16]=1[NH2:15])=[O:4])[CH3:7]. The catalyst class is: 6.